Dataset: Experimentally validated miRNA-target interactions with 360,000+ pairs, plus equal number of negative samples. Task: Binary Classification. Given a miRNA mature sequence and a target amino acid sequence, predict their likelihood of interaction. (1) Result: 0 (no interaction). The protein sequence of the target gene is MMLRGNLKQVRIEKNPARLRALESAVGESEPAAAAAMALALAGEPAPPAPAPPEDHPDEEMGFTIDIKSFLKPGEKTYTQRCRLFVGNLPTDITEEDFKRLFERYGEPSEVFINRDRGFGFIRLESRTLAEIAKAELDGTILKSRPLRIRFATHGAALTVKNLSPVVSNELLEQAFSQFGPVEKAVVVVDDRGRATGKGFVEFAAKPPARKALERCGDGAFLLTTTPRPVIVEPMEQFDDEDGLPEKLMQKTQQYHKEREQPPRFAQPGTFEFEYASRWKALDEMEKQQREQVDRNIREA.... The miRNA is hsa-miR-297 with sequence AUGUAUGUGUGCAUGUGCAUG. (2) The miRNA is mmu-miR-125b-2-3p with sequence ACAAGUCAGGUUCUUGGGACCU. The protein sequence of the target gene is MSRSSPRALPPGALPRPLPAAPAAVQRALLPPWPRRAGRRWPASPLGMKVFRRKALVLCAGYALLLVLTMLNLLDYKWHKEPLQQCNPDGPLGAAVGAAGAGWGRPGSPPAAPPRAHSRMDPRTPYRPPAAGVGAVPAAAAGSAGAAASLGNATRGTRGGGDKRQLVYVFTTWRSGSSFFGELFNQNPEVFFLYEPVWHVWQKLYPGDAVSLQGAARDMLSALYRCDLSVFQLYSPAGSGGRNLTTLGIFGAATNKVVCSSPLCPAYRKEVVGLVDDRVCKKCPPQRLARFEEECRKYRT.... Result: 0 (no interaction).